Dataset: Forward reaction prediction with 1.9M reactions from USPTO patents (1976-2016). Task: Predict the product of the given reaction. (1) Given the reactants Br[C:2]1[CH:24]=[C:23]([F:25])[CH:22]=[CH:21][C:3]=1[O:4][CH2:5][C:6]([N:8]([CH:18]([CH3:20])[CH3:19])[NH:9][C:10](=[O:17])[C:11]1[CH:16]=[CH:15][CH:14]=[CH:13][CH:12]=1)=[O:7].C([O-])([O-])=O.[Na+].[Na+].[F:32][C:33]1[CH:38]=[CH:37][C:36](B(O)O)=[CH:35][CH:34]=1, predict the reaction product. The product is: [F:25][C:23]1[CH:22]=[CH:21][C:3]([O:4][CH2:5][C:6]([N:8]([CH:18]([CH3:20])[CH3:19])[NH:9][C:10](=[O:17])[C:11]2[CH:16]=[CH:15][CH:14]=[CH:13][CH:12]=2)=[O:7])=[C:2]([C:36]2[CH:37]=[CH:38][C:33]([F:32])=[CH:34][CH:35]=2)[CH:24]=1. (2) Given the reactants [CH2:1]([N:4]1[C:9]2[CH:10]=[CH:11][C:12]([S:14][CH3:15])=[CH:13][C:8]=2[CH:7](O)[C:6]([CH3:18])([CH3:17])[S:5]1(=[O:20])=[O:19])[CH:2]=[CH2:3].C([SiH](CC)CC)C.C(=O)(O)[O-].[Na+], predict the reaction product. The product is: [CH3:17][C:6]1([CH3:18])[CH2:7][C:8]2[CH:13]=[C:12]([S:14][CH3:15])[CH:11]=[CH:10][C:9]=2[N:4]([CH2:1][CH:2]=[CH2:3])[S:5]1(=[O:20])=[O:19]. (3) Given the reactants [Br:1][C:2]1[CH:3]=[C:4]([NH:8][C:9](=[O:18])[C:10]2[C:15]([F:16])=[CH:14][CH:13]=[CH:12][C:11]=2[F:17])[CH:5]=[CH:6][CH:7]=1.[H-].[Na+].[C:21]([O:25][C:26](=[O:29])[CH2:27]Br)([CH3:24])([CH3:23])[CH3:22], predict the reaction product. The product is: [Br:1][C:2]1[CH:3]=[C:4]([N:8]([CH2:27][C:26]([O:25][C:21]([CH3:24])([CH3:23])[CH3:22])=[O:29])[C:9](=[O:18])[C:10]2[C:11]([F:17])=[CH:12][CH:13]=[CH:14][C:15]=2[F:16])[CH:5]=[CH:6][CH:7]=1.